Regression/Classification. Given a drug SMILES string, predict its absorption, distribution, metabolism, or excretion properties. Task type varies by dataset: regression for continuous measurements (e.g., permeability, clearance, half-life) or binary classification for categorical outcomes (e.g., BBB penetration, CYP inhibition). Dataset: pampa_ncats. From a dataset of PAMPA (Parallel Artificial Membrane Permeability Assay) permeability data from NCATS. (1) The drug is COC1=CC(=C(C=C1)C(=O)NC2=NC(=CS2)C3=CC=CC=C3)OC. The result is 1 (high permeability). (2) The result is 1 (high permeability). The drug is CN(C)CCNC(=O)C1=C2C=CNC2=CC(=N1)C3=CC=CC=C3. (3) The molecule is CC(=O)NC1=NC=C(S1)S(=O)(=O)N2CCOCC2. The result is 1 (high permeability). (4) The compound is CC(C)CC(C)NC(=O)C1=NOC(=N1)C2=CC=CNC2=O. The result is 1 (high permeability). (5) The molecule is COC1=CC(=CC(=C1)C2=CSC(=N2)N3CCC(CC3)C(=O)N)OC. The result is 1 (high permeability). (6) The compound is CCN1CCN(CC1)CCCOC2=CC=C(C=C2)C3=CC=CC=C3. The result is 1 (high permeability). (7) The result is 0 (low-to-moderate permeability). The molecule is CCN(CC1=CC=CC=C1)S(=O)(=O)C2=C(C=CC(=C2)C(=O)NC3=CC=C(C=C3)OCC)F. (8) The molecule is CC1=NC(=CC(=N1)[C@H]2CN3CC[C@H]2C[C@@H]3CNC4CCOCC4)C5=CC=CC=C5. The result is 1 (high permeability).